Dataset: Forward reaction prediction with 1.9M reactions from USPTO patents (1976-2016). Task: Predict the product of the given reaction. (1) Given the reactants [Cl:1][C:2]1[CH:7]=[CH:6][C:5]([CH3:8])=[CH:4][C:3]=1[NH:9][C:10]1[C:15]([C:16]([N:18]2[CH2:23][CH2:22][CH:21]([C:24]3[CH:29]=[CH:28][C:27]([F:30])=[CH:26][CH:25]=3)[CH2:20][CH2:19]2)=[O:17])=[CH:14][N:13]([CH2:31][CH2:32][C:33]([O:35]C)=[O:34])[C:12](=[O:37])[CH:11]=1.[OH-].[Na+], predict the reaction product. The product is: [Cl:1][C:2]1[CH:7]=[CH:6][C:5]([CH3:8])=[CH:4][C:3]=1[NH:9][C:10]1[C:15]([C:16]([N:18]2[CH2:23][CH2:22][CH:21]([C:24]3[CH:25]=[CH:26][C:27]([F:30])=[CH:28][CH:29]=3)[CH2:20][CH2:19]2)=[O:17])=[CH:14][N:13]([CH2:31][CH2:32][C:33]([OH:35])=[O:34])[C:12](=[O:37])[CH:11]=1. (2) Given the reactants [Cl:1][C:2]1[C:7]([C:8]2[CH:13]=[CH:12][CH:11]=[C:10]([CH2:14][CH3:15])[CH:9]=2)=[C:6]([C:16]([C@@H:26]2[CH2:31][CH2:30][CH2:29][N:28]([C:32]([C:34]3[CH:39]=[CH:38][C:37]([CH2:40][N:41](C(OC(C)(C)C)=O)[CH3:42])=[CH:36][C:35]=3[CH2:50][CH2:51][C:52]3[NH:56][N:55]=[N:54][N:53]=3)=[O:33])[CH2:27]2)([OH:25])[CH2:17][CH2:18][CH2:19][NH:20][C:21](=[O:24])[O:22][CH3:23])[CH:5]=[CH:4][CH:3]=1.Cl, predict the reaction product. The product is: [Cl:1][C:2]1[C:7]([C:8]2[CH:13]=[CH:12][CH:11]=[C:10]([CH2:14][CH3:15])[CH:9]=2)=[C:6]([C:16]([OH:25])([C@@H:26]2[CH2:31][CH2:30][CH2:29][N:28]([C:32]([C:34]3[CH:39]=[CH:38][C:37]([CH2:40][NH:41][CH3:42])=[CH:36][C:35]=3[CH2:50][CH2:51][C:52]3[NH:56][N:55]=[N:54][N:53]=3)=[O:33])[CH2:27]2)[CH2:17][CH2:18][CH2:19][NH:20][C:21](=[O:24])[O:22][CH3:23])[CH:5]=[CH:4][CH:3]=1. (3) Given the reactants C([BH3-])#N.[Na+].[Br:5][C:6]1[CH:7]=[CH:8][C:9]([F:34])=[C:10]([C:12]2([CH3:33])[CH2:17][C:16]3([CH2:22][CH2:21][CH2:20][CH2:19][CH:18]3I)[S:15][C:14]([NH:24][C:25](=[O:32])[C:26]3[CH:31]=[CH:30][CH:29]=[CH:28][CH:27]=3)=[N:13]2)[CH:11]=1.CC(O)=O, predict the reaction product. The product is: [Br:5][C:6]1[CH:7]=[CH:8][C:9]([F:34])=[C:10]([C:12]2([CH3:33])[CH2:17][C:16]3([CH2:22][CH2:21][CH2:20][CH2:19][CH2:18]3)[S:15][C:14]([NH:24][C:25](=[O:32])[C:26]3[CH:27]=[CH:28][CH:29]=[CH:30][CH:31]=3)=[N:13]2)[CH:11]=1. (4) Given the reactants [F:1][C:2]([F:17])([F:16])[C:3]1[CH:4]=[C:5]([CH:9]=[C:10]([C:12]([F:15])([F:14])[F:13])[CH:11]=1)[C:6](Cl)=[O:7].[C:18]1([N:24]2[C:28]3([CH2:33][CH2:32][NH:31][CH2:30][CH2:29]3)[C:27](=[O:34])[NH:26][CH2:25]2)[CH:23]=[CH:22][CH:21]=[CH:20][CH:19]=1.C(N(CC)CC)C.O, predict the reaction product. The product is: [F:1][C:2]([F:17])([F:16])[C:3]1[CH:4]=[C:5]([CH:9]=[C:10]([C:12]([F:15])([F:14])[F:13])[CH:11]=1)[C:6]([N:31]1[CH2:30][CH2:29][C:28]2([N:24]([C:18]3[CH:23]=[CH:22][CH:21]=[CH:20][CH:19]=3)[CH2:25][NH:26][C:27]2=[O:34])[CH2:33][CH2:32]1)=[O:7].